This data is from Catalyst prediction with 721,799 reactions and 888 catalyst types from USPTO. The task is: Predict which catalyst facilitates the given reaction. (1) Reactant: [C:1]([O:5][C:6]([NH:8][C@@H:9]1[CH2:11][C@H:10]1[C:12]1[CH:13]=[C:14]([C:17]([O:19]C)=[O:18])[S:15][CH:16]=1)=[O:7])([CH3:4])([CH3:3])[CH3:2].CO.[OH-].[Na+].Cl. Product: [C:1]([O:5][C:6]([NH:8][C@@H:9]1[CH2:11][C@H:10]1[C:12]1[CH:13]=[C:14]([C:17]([OH:19])=[O:18])[S:15][CH:16]=1)=[O:7])([CH3:4])([CH3:2])[CH3:3]. The catalyst class is: 1. (2) Reactant: CC1(C)CCCC(C)(C)N1.C([Li])CCC.[Cl:16][C:17]1[CH:22]=[CH:21][C:20]([CH3:23])=[CH:19][N:18]=1.[C:24](=[O:26])=[O:25]. Product: [Cl:16][C:17]1[N:18]=[CH:19][C:20]([CH3:23])=[CH:21][C:22]=1[C:24]([OH:26])=[O:25]. The catalyst class is: 7. (3) Reactant: Cl.[CH:2]1([NH:5][CH2:6][C@@H:7]2[C@@H:11]([OH:12])[CH2:10][N:9]([C:13]([O:15][CH2:16][C:17]3[CH:22]=[CH:21][CH:20]=[CH:19][CH:18]=3)=[O:14])[CH2:8]2)[CH2:4][CH2:3]1.[Cl-].[Na+].[OH-].[Na+]. Product: [CH:2]1([NH:5][CH2:6][C@@H:7]2[C@@H:11]([OH:12])[CH2:10][N:9]([C:13]([O:15][CH2:16][C:17]3[CH:18]=[CH:19][CH:20]=[CH:21][CH:22]=3)=[O:14])[CH2:8]2)[CH2:4][CH2:3]1. The catalyst class is: 6.